Dataset: Full USPTO retrosynthesis dataset with 1.9M reactions from patents (1976-2016). Task: Predict the reactants needed to synthesize the given product. (1) Given the product [Cl:31][C:32]1[CH:33]=[C:34]([CH:38]=[C:39]([C:41]([F:44])([F:43])[F:42])[N:40]=1)[C:35]([N:7]([C:9]1[CH:10]=[N:11][CH:12]=[CH:13][C:14]=1[C:15]1[CH:20]=[CH:19][C:18]([F:21])=[CH:17][C:16]=1[O:22][CH3:23])[CH3:5])=[O:37], predict the reactants needed to synthesize it. The reactants are: FC1C=C(C=C(C(F)(F)F)C=1)[C:5]([N:7]([C:9]1[CH:10]=[N:11][CH:12]=[CH:13][C:14]=1[C:15]1[CH:20]=[CH:19][C:18]([F:21])=[CH:17][C:16]=1[O:22][CH3:23])C)=O.[Cl:31][C:32]1[CH:33]=[C:34]([CH:38]=[C:39]([C:41]([F:44])([F:43])[F:42])[N:40]=1)[C:35]([OH:37])=O. (2) The reactants are: [N:1]1[C:9]2[C:4](=[N:5][CH:6]=[CH:7][CH:8]=2)[NH:3][C:2]=1[C:10]1[CH:11]=[C:12]([CH:17]=[CH:18][CH:19]=1)[C:13]([O:15][CH3:16])=[O:14].C1C=C([Cl:26])C=C(C(OO)=O)C=1. Given the product [Cl:26][C:8]1[CH:7]=[CH:6][N:5]=[C:4]2[NH:3][C:2]([C:10]3[CH:11]=[C:12]([CH:17]=[CH:18][CH:19]=3)[C:13]([O:15][CH3:16])=[O:14])=[N:1][C:9]=12, predict the reactants needed to synthesize it. (3) Given the product [NH2:19][C:13]1[C:14]([NH:18][C:29](=[O:30])[O:31][CH3:32])=[C:15]([NH2:17])[N:16]=[C:11]([C:10]2[C:4]3[C:5](=[N:6][CH:7]=[C:2]([F:1])[CH:3]=3)[N:8]([CH2:20][C:21]3[CH:26]=[CH:25][CH:24]=[CH:23][C:22]=3[F:27])[N:9]=2)[N:12]=1, predict the reactants needed to synthesize it. The reactants are: [F:1][C:2]1[CH:3]=[C:4]2[C:10]([C:11]3[N:16]=[C:15]([NH2:17])[C:14]([NH2:18])=[C:13]([NH2:19])[N:12]=3)=[N:9][N:8]([CH2:20][C:21]3[CH:26]=[CH:25][CH:24]=[CH:23][C:22]=3[F:27])[C:5]2=[N:6][CH:7]=1.Cl[C:29]([O:31][CH3:32])=[O:30]. (4) Given the product [NH2:35][C:27]([NH2:24])=[N:29][C:30](=[O:46])[CH2:31][N:32]1[CH:33]=[C:9]([C:12]2[CH:13]=[CH:14][CH:15]=[CH:16][CH:17]=2)[CH:10]=[C:11]1[C:7]1[CH:3]=[CH:4][CH:5]=[CH:6][CH:1]=1, predict the reactants needed to synthesize it. The reactants are: [C:1]1([C:7]2N(CC(O)=O)[C:9]([C:12]3[CH:17]=[CH:16][CH:15]=[CH:14][CH:13]=3)=[CH:10][CH:11]=2)[CH:6]=[CH:5][CH:4]=[CH:3]C=1.C1N=C[N:24]([C:27]([N:29]2[CH:33]=[N:32][CH:31]=[CH:30]2)=O)C=1.Cl.[NH2:35]C(N)=N.C(N(CC)CC)C.[OH2:46]. (5) The reactants are: [C:1]([O:5][C:6]([NH:8][C@@H:9]([C:13]1[CH:18]=[CH:17][CH:16]=[CH:15][CH:14]=1)[C:10](O)=[O:11])=[O:7])([CH3:4])([CH3:3])[CH3:2].[OH-].[NH4+].C1C=CC2N(O)N=[N:27]C=2C=1.CCN=C=NCCCN(C)C. Given the product [NH2:27][C:10](=[O:11])[C@@H:9]([NH:8][C:6](=[O:7])[O:5][C:1]([CH3:4])([CH3:3])[CH3:2])[C:13]1[CH:18]=[CH:17][CH:16]=[CH:15][CH:14]=1, predict the reactants needed to synthesize it.